This data is from Reaction yield outcomes from USPTO patents with 853,638 reactions. The task is: Predict the reaction yield, written as a fraction of the theoretical maximum amount of product (1.0 means a 100% yield; for example, 0.34 means a 34% yield). (1) The reactants are C(OC([N:8]1[C:13]2[CH:14]=[C:15]([Cl:21])[C:16]([N:18]([CH3:20])[CH3:19])=[CH:17][C:12]=2[O:11][CH:10]([C:22]([N:24]2[CH2:29][CH2:28][C:27]([C:38]([O:40][CH2:41][CH3:42])=[O:39])([CH2:30][C:31]3[CH:36]=[CH:35][C:34]([F:37])=[CH:33][CH:32]=3)[CH2:26][CH2:25]2)=[O:23])[CH2:9]1)=O)(C)(C)C.FC(F)(F)C(O)=O. The catalyst is C(Cl)Cl. The product is [CH2:41]([O:40][C:38]([C:27]1([CH2:30][C:31]2[CH:32]=[CH:33][C:34]([F:37])=[CH:35][CH:36]=2)[CH2:28][CH2:29][N:24]([C:22]([CH:10]2[CH2:9][NH:8][C:13]3[CH:14]=[C:15]([Cl:21])[C:16]([N:18]([CH3:19])[CH3:20])=[CH:17][C:12]=3[O:11]2)=[O:23])[CH2:25][CH2:26]1)=[O:39])[CH3:42]. The yield is 0.990. (2) The reactants are [Cl:1][C:2]1[CH:3]=[C:4]([N:10]([C:15]2[C:34]([CH:35]3[CH2:37][CH2:36]3)=[CH:33][C:18]3[C:19]([C:29]([NH:31][CH3:32])=[O:30])=[C:20]([C:22]4[CH:27]=[CH:26][C:25]([F:28])=[CH:24][CH:23]=4)[O:21][C:17]=3[CH:16]=2)[S:11]([CH3:14])(=[O:13])=[O:12])[CH:5]=[CH:6][C:7]=1[CH:8]=[O:9].[CH:38]([Mg]Br)=[CH2:39].[Cl-].[NH4+]. The product is [Cl:1][C:2]1[CH:3]=[C:4]([N:10]([C:15]2[C:34]([CH:35]3[CH2:37][CH2:36]3)=[CH:33][C:18]3[C:19]([C:29]([NH:31][CH3:32])=[O:30])=[C:20]([C:22]4[CH:27]=[CH:26][C:25]([F:28])=[CH:24][CH:23]=4)[O:21][C:17]=3[CH:16]=2)[S:11]([CH3:14])(=[O:13])=[O:12])[CH:5]=[CH:6][C:7]=1[CH:8]([OH:9])[CH:38]=[CH2:39]. The yield is 0.710. The catalyst is C1COCC1. (3) The catalyst is [O-2].[O-2].[Mn+4]. The product is [F:1][C:2]([F:17])([F:18])[C:3]1[CH:4]=[CH:5][C:6](/[CH:9]=[CH:10]/[CH:11]=[CH:12]/[CH:13]=[CH:14]/[CH:15]=[O:16])=[CH:7][CH:8]=1. The yield is 0.880. The reactants are [F:1][C:2]([F:18])([F:17])[C:3]1[CH:8]=[CH:7][C:6](/[CH:9]=[CH:10]/[CH:11]=[CH:12]/[CH:13]=[CH:14]/[CH2:15][OH:16])=[CH:5][CH:4]=1.